Dataset: Forward reaction prediction with 1.9M reactions from USPTO patents (1976-2016). Task: Predict the product of the given reaction. Given the reactants [NH2:1][CH2:2][C@@H:3]1[C@@H:11]([C@@:12]2([CH3:21])[CH2:17][CH2:16][C@H:15]([OH:18])[CH2:14][C@@H:13]2[CH2:19][OH:20])[CH2:10][CH2:9][C@@:8]2([CH3:22])[C@H:4]1[CH2:5][CH2:6][C:7]2=[CH2:23].C1CN([P+](ON2N=NC3C=CC=CC2=3)(N2CCCC2)N2CCCC2)CC1.F[P-](F)(F)(F)(F)F.[F:57][C:58]([F:69])([F:68])[C:59]1[CH:67]=[CH:66][C:62]([C:63](O)=[O:64])=[CH:61][CH:60]=1.CCN(C(C)C)C(C)C, predict the reaction product. The product is: [OH:18][C@H:15]1[CH2:16][CH2:17][C@@:12]([C@H:11]2[CH2:10][CH2:9][C@@:8]3([CH3:22])[C@@H:4]([CH2:5][CH2:6][C:7]3=[CH2:23])[C@@H:3]2[CH2:2][NH:1][C:63](=[O:64])[C:62]2[CH:66]=[CH:67][C:59]([C:58]([F:57])([F:68])[F:69])=[CH:60][CH:61]=2)([CH3:21])[C@@H:13]([CH2:19][OH:20])[CH2:14]1.